Dataset: Retrosynthesis with 50K atom-mapped reactions and 10 reaction types from USPTO. Task: Predict the reactants needed to synthesize the given product. (1) The reactants are: Brc1nccc2ccccc12.COc1ccccc1B(O)O. Given the product COc1ccccc1-c1nccc2ccccc12, predict the reactants needed to synthesize it. (2) Given the product Cc1cc(C(F)(F)F)nn1C, predict the reactants needed to synthesize it. The reactants are: CC(=O)CC(=O)C(F)(F)F.CCc1cc(CC)n(C)n1. (3) The reactants are: O=C(Cl)CO.O=C1Nc2ncccc2C1=Cc1ccc(O)cc1. Given the product O=C(CO)Oc1ccc(C=C2C(=O)Nc3ncccc32)cc1, predict the reactants needed to synthesize it. (4) Given the product C[C@@H]1CN(Cc2c(Cl)cccc2C(F)(F)F)C[C@]1(CC(=O)O)C(=O)NC1CCN(CC2=CCCCC2)CC1, predict the reactants needed to synthesize it. The reactants are: C[C@@H]1CN(Cc2c(Cl)cccc2C(F)(F)F)C[C@]1(CC(=O)OC(C)(C)C)C(=O)NC1CCN(CC2=CCCCC2)CC1. (5) Given the product O=C(O)c1csc(N2CCC(O)CC2)n1, predict the reactants needed to synthesize it. The reactants are: CCOC(=O)c1csc(N2CCC(O)CC2)n1. (6) Given the product CC(C)Cn1nc(-c2ccccc2)cc(CO)c1=O, predict the reactants needed to synthesize it. The reactants are: CC(C)Cn1nc(-c2ccccc2)cc(C(=O)O)c1=O. (7) Given the product COc1cncc(C(=O)O)n1, predict the reactants needed to synthesize it. The reactants are: COC(=O)c1cncc(OC)n1.